Dataset: Catalyst prediction with 721,799 reactions and 888 catalyst types from USPTO. Task: Predict which catalyst facilitates the given reaction. (1) Reactant: [CH3:1][C:2]1[C:10]2[CH2:9][CH2:8][CH2:7][C:6]=2[C:5]([OH:11])=[CH:4][CH:3]=1.C(=O)([O-])[O-].[K+].[K+].[CH2:18](Br)[CH:19]=[CH2:20].C(OC1C2CCCC=2C=CC=1CC=C)C1C=CC=CC=1.C(OC1C=CC(C)=C2C=1CCC2)C=C.C(OCC=C)C=C. Product: [CH2:20]([C:4]1[CH:3]=[C:2]([CH3:1])[C:10]2[CH2:9][CH2:8][CH2:7][C:6]=2[C:5]=1[OH:11])[CH:19]=[CH2:18]. The catalyst class is: 728. (2) Reactant: C([O:4][C:5]1[CH:6]=[C:7]([CH:23]=[CH:24][CH:25]=1)[C:8]([N:10]1[CH2:15][CH2:14][N:13]([C:16]([O:18][C:19]([CH3:22])([CH3:21])[CH3:20])=[O:17])[CH2:12][CH2:11]1)=[O:9])(=O)C.[OH-].[Na+]. Product: [OH:4][C:5]1[CH:6]=[C:7]([CH:23]=[CH:24][CH:25]=1)[C:8]([N:10]1[CH2:15][CH2:14][N:13]([C:16]([O:18][C:19]([CH3:20])([CH3:21])[CH3:22])=[O:17])[CH2:12][CH2:11]1)=[O:9]. The catalyst class is: 1. (3) Reactant: [CH2:1]([O:3][C:4]([CH:6]1[CH:11]([NH:12][S:13]([C:16]2[CH:21]=[CH:20][C:19]([O:22][CH2:23][C:24]3[C:33]4[C:28](=[CH:29][CH:30]=[CH:31][CH:32]=4)[N:27]=[C:26]([CH3:34])[CH:25]=3)=[CH:18][CH:17]=2)(=[O:15])=[O:14])[CH2:10][CH2:9][NH:8][CH2:7]1)=[O:5])[CH3:2].[C:35](Cl)(=[O:37])[CH3:36]. Product: [CH2:1]([O:3][C:4]([CH:6]1[CH:11]([NH:12][S:13]([C:16]2[CH:17]=[CH:18][C:19]([O:22][CH2:23][C:24]3[C:33]4[C:28](=[CH:29][CH:30]=[CH:31][CH:32]=4)[N:27]=[C:26]([CH3:34])[CH:25]=3)=[CH:20][CH:21]=2)(=[O:15])=[O:14])[CH2:10][CH2:9][N:8]([C:35](=[O:37])[CH3:36])[CH2:7]1)=[O:5])[CH3:2]. The catalyst class is: 2.